This data is from Catalyst prediction with 721,799 reactions and 888 catalyst types from USPTO. The task is: Predict which catalyst facilitates the given reaction. (1) Reactant: [C:1]([O:4][CH2:5][CH2:6][O:7][C:8]1[C:9]([F:57])=[C:10]([CH:16]([NH:39][C:40]2[CH:45]=[CH:44][C:43]([C:46]([NH2:56])=[N:47]C(=O)C3C=CC=CC=3)=[CH:42][CH:41]=2)[C:17]2[N:18]=[C:19]([O:28][CH2:29][O:30][C:31](=[O:38])[C:32]([CH3:37])([CH3:36])[CH2:33][O:34][CH3:35])[N:20]([C:22]3[N:27]=[CH:26][CH:25]=[CH:24][N:23]=3)[N:21]=2)[CH:11]=[C:12]([O:14][CH3:15])[CH:13]=1)(=[O:3])[CH3:2].CO. Product: [C:1]([OH:4])(=[O:3])[CH3:2].[C:1]([O:4][CH2:5][CH2:6][O:7][C:8]1[C:9]([F:57])=[C:10]([CH:16]([NH:39][C:40]2[CH:45]=[CH:44][C:43]([C:46](=[NH:47])[NH2:56])=[CH:42][CH:41]=2)[C:17]2[N:18]=[C:19]([O:28][CH2:29][O:30][C:31](=[O:38])[C:32]([CH3:37])([CH3:36])[CH2:33][O:34][CH3:35])[N:20]([C:22]3[N:27]=[CH:26][CH:25]=[CH:24][N:23]=3)[N:21]=2)[CH:11]=[C:12]([O:14][CH3:15])[CH:13]=1)(=[O:3])[CH3:2]. The catalyst class is: 15. (2) Reactant: [F:1][C:2]([F:11])([F:10])[C:3]1[CH:4]=[C:5]([CH:7]=[CH:8][CH:9]=1)[NH2:6].C(=O)([O-])[O-].[K+].[K+].[Br:18][CH2:19][CH2:20][C:21](Cl)=[O:22]. Product: [Br:18][CH2:19][CH2:20][C:21]([NH:6][C:5]1[CH:7]=[CH:8][CH:9]=[C:3]([C:2]([F:10])([F:11])[F:1])[CH:4]=1)=[O:22]. The catalyst class is: 4. (3) Reactant: [CH2:1]([O:8][C@H:9]1[C@H:14]([O:15][CH2:16][C:17]2[CH:22]=[CH:21][CH:20]=[CH:19][CH:18]=2)[C@H:13]([O:23][CH2:24][C:25]2[CH:30]=[CH:29][CH:28]=[CH:27][CH:26]=2)[C@@H:12]([O:31]C)[O:11][C@@H:10]1[CH2:33][O:34][CH2:35][C:36]1[CH:41]=[CH:40][CH:39]=[CH:38][CH:37]=1)[C:2]1[CH:7]=[CH:6][CH:5]=[CH:4][CH:3]=1.OS(O)(=O)=O.C(=O)([O-])[O-].[K+].[K+]. Product: [CH2:24]([O:23][C@H:13]1[C@@H:14]([O:15][CH2:16][C:17]2[CH:22]=[CH:21][CH:20]=[CH:19][CH:18]=2)[C@H:9]([O:8][CH2:1][C:2]2[CH:3]=[CH:4][CH:5]=[CH:6][CH:7]=2)[C@@H:10]([CH2:33][O:34][CH2:35][C:36]2[CH:37]=[CH:38][CH:39]=[CH:40][CH:41]=2)[O:11][CH:12]1[OH:31])[C:25]1[CH:30]=[CH:29][CH:28]=[CH:27][CH:26]=1. The catalyst class is: 15. (4) Reactant: [Cl:1][C:2]1[C:3]([O:12][CH3:13])=[C:4]([CH2:8][C:9]([OH:11])=O)[CH:5]=[CH:6][CH:7]=1.C1N=CN(C(N2C=NC=C2)=O)C=1.[CH2:26]([N:30]1[C:38]2[N:37]=[C:36]([Cl:39])[NH:35][C:34]=2[C:33](=[O:40])[N:32]([CH2:41][CH2:42][CH2:43]/[C:44](=[N:47]/[H])/[NH:45]O)[C:31]1=[O:49])[CH2:27][CH2:28][CH3:29]. Product: [CH2:26]([N:30]1[C:38]2[N:37]=[C:36]([Cl:39])[NH:35][C:34]=2[C:33](=[O:40])[N:32]([CH2:41][CH2:42][CH2:43][C:44]2[N:45]=[C:9]([CH2:8][C:4]3[CH:5]=[CH:6][CH:7]=[C:2]([Cl:1])[C:3]=3[O:12][CH3:13])[O:11][N:47]=2)[C:31]1=[O:49])[CH2:27][CH2:28][CH3:29]. The catalyst class is: 3. (5) Reactant: B(Br)(Br)Br.C[O:6][CH2:7][CH2:8][N:9]1[C:14](=[O:15])[C:13]([N:16]2[CH2:21][CH2:20][O:19][CH2:18][CH2:17]2)=[C:12]2[C:22](=[O:37])[N:23]([CH2:25][CH2:26][C:27]3[CH:36]=[CH:35][C:34]4[C:29](=[CH:30][CH:31]=[CH:32][CH:33]=4)[N:28]=3)[CH2:24][C:11]2=[CH:10]1.C(OCC)C.O. Product: [OH:6][CH2:7][CH2:8][N:9]1[C:14](=[O:15])[C:13]([N:16]2[CH2:17][CH2:18][O:19][CH2:20][CH2:21]2)=[C:12]2[C:22](=[O:37])[N:23]([CH2:25][CH2:26][C:27]3[CH:36]=[CH:35][C:34]4[C:29](=[CH:30][CH:31]=[CH:32][CH:33]=4)[N:28]=3)[CH2:24][C:11]2=[CH:10]1. The catalyst class is: 2. (6) Reactant: S(Cl)(Cl)=O.[I:5][C:6]1[CH:14]=[CH:13][CH:12]=[CH:11][C:7]=1[C:8](O)=[O:9].[CH3:15][NH2:16]. Product: [I:5][C:6]1[CH:14]=[CH:13][CH:12]=[CH:11][C:7]=1[C:8]([NH:16][CH3:15])=[O:9]. The catalyst class is: 11. (7) Reactant: [CH2:1]([NH:4][C:5]1[N:6]([C:23]2[CH:24]=[C:25]([CH:29]=[CH:30][C:31]=2[CH3:32])[C:26]([OH:28])=O)[C:7](=[O:22])[C:8]([Cl:21])=[C:9]([O:11][CH2:12][C:13]2[CH:18]=[CH:17][C:16]([F:19])=[CH:15][C:14]=2[F:20])[N:10]=1)[CH:2]=[CH2:3].ClC(OCC(C)C)=O.CN1CCOCC1.[CH2:48]([NH2:51])[CH:49]=[CH2:50]. Product: [CH2:48]([NH:51][C:26](=[O:28])[C:25]1[CH:29]=[CH:30][C:31]([CH3:32])=[C:23]([N:6]2[C:7](=[O:22])[C:8]([Cl:21])=[C:9]([O:11][CH2:12][C:13]3[CH:18]=[CH:17][C:16]([F:19])=[CH:15][C:14]=3[F:20])[N:10]=[C:5]2[NH:4][CH2:1][CH:2]=[CH2:3])[CH:24]=1)[CH:49]=[CH2:50]. The catalyst class is: 80. (8) Reactant: [N+](CCCC)(CCCC)(CCCC)CCCC.[F-].[Si]([O:26][CH2:27][C@@H:28]1[N:32]([CH3:33])[C:31](=[O:34])[CH2:30][CH2:29]1)(C(C)(C)C)(C)C. Product: [OH:26][CH2:27][C@@H:28]1[N:32]([CH3:33])[C:31](=[O:34])[CH2:30][CH2:29]1. The catalyst class is: 1. (9) Product: [CH3:22][Si:21]([CH3:24])([CH3:23])[O:14][C:12]([C:9]1[CH:8]=[CH:7][C:6]([N:1]2[CH:5]=[N:4][CH:3]=[N:2]2)=[CH:11][CH:10]=1)=[CH2:13]. Reactant: [N:1]1([C:6]2[CH:11]=[CH:10][C:9]([C:12](=[O:14])[CH3:13])=[CH:8][CH:7]=2)[CH:5]=[N:4][CH:3]=[N:2]1.FC(F)(F)S(O[Si:21]([CH3:24])([CH3:23])[CH3:22])(=O)=O. The catalyst class is: 2. (10) Reactant: [Cl:1][C:2]1[C:6]2=[CH:7][CH:8]=[C:9]3[C:14]([O:13][C:12]([C:15]4[CH:20]=[CH:19][CH:18]=[CH:17][CH:16]=4)=[C:11]([I:21])[C:10]3=[O:22])=[C:5]2[NH:4][N:3]=1.[C:23](=O)([O-])[O-].[Cs+].[Cs+].IC. Product: [Cl:1][C:2]1[C:6]2=[CH:7][CH:8]=[C:9]3[C:14]([O:13][C:12]([C:15]4[CH:20]=[CH:19][CH:18]=[CH:17][CH:16]=4)=[C:11]([I:21])[C:10]3=[O:22])=[C:5]2[N:4]([CH3:23])[N:3]=1. The catalyst class is: 3.